Dataset: Catalyst prediction with 721,799 reactions and 888 catalyst types from USPTO. Task: Predict which catalyst facilitates the given reaction. (1) Product: [Br:13][C:7]1[C:6]2[C:10](=[CH:11][CH:12]=[C:4]([N+:1]([O-:3])=[O:2])[CH:5]=2)[NH:9][N:8]=1. Reactant: [N+:1]([C:4]1[CH:5]=[C:6]2[C:10](=[CH:11][CH:12]=1)[NH:9][N:8]=[CH:7]2)([O-:3])=[O:2].[Br:13]Br. The catalyst class is: 15. (2) Reactant: [C:1]([O:5][C:6](=[O:20])[C@@H:7]([NH:11][CH2:12][C:13]1[CH:18]=[CH:17][CH:16]=[CH:15][C:14]=1[NH2:19])[CH:8]([CH3:10])[CH3:9])([CH3:4])([CH3:3])[CH3:2].[C:21](N1C=CN=C1)(N1C=CN=C1)=[O:22]. Product: [C:1]([O:5][C:6](=[O:20])[C@@H:7]([N:11]1[CH2:12][C:13]2[C:14](=[CH:15][CH:16]=[CH:17][CH:18]=2)[NH:19][C:21]1=[O:22])[CH:8]([CH3:10])[CH3:9])([CH3:3])([CH3:4])[CH3:2]. The catalyst class is: 1. (3) Reactant: [F:1][C:2]([F:21])([F:20])[O:3][C:4]1[CH:9]=[CH:8][C:7]([N:10]2[CH2:19][CH2:18][C:13]3(OCC[O:14]3)[CH2:12][CH2:11]2)=[CH:6][CH:5]=1.Cl.O. Product: [F:21][C:2]([F:1])([F:20])[O:3][C:4]1[CH:9]=[CH:8][C:7]([N:10]2[CH2:11][CH2:12][C:13](=[O:14])[CH2:18][CH2:19]2)=[CH:6][CH:5]=1. The catalyst class is: 8. (4) Reactant: [NH2:1][C:2]1[CH:7]=[CH:6][C:5]([Cl:8])=[CH:4][C:3]=1[CH:9]([C:11]1[CH:16]=[CH:15][CH:14]=[C:13]([O:17][CH2:18][CH3:19])[C:12]=1[O:20][CH2:21][CH3:22])[OH:10].[CH3:23][O:24][C:25]1[CH:32]=[C:31]([O:33][CH3:34])[CH:30]=[CH:29][C:26]=1[CH:27]=O.[BH4-].[Na+]. Product: [Cl:8][C:5]1[CH:6]=[CH:7][C:2]([NH:1][CH2:27][C:26]2[CH:29]=[CH:30][C:31]([O:33][CH3:34])=[CH:32][C:25]=2[O:24][CH3:23])=[C:3]([CH:9]([C:11]2[CH:16]=[CH:15][CH:14]=[C:13]([O:17][CH2:18][CH3:19])[C:12]=2[O:20][CH2:21][CH3:22])[OH:10])[CH:4]=1. The catalyst class is: 342. (5) Reactant: Br[C:2]1[CH:7]=[CH:6][C:5]([C:8]2[C:12]([C:13]3[CH:18]=[CH:17][N:16]=[CH:15][CH:14]=3)=[CH:11][N:10]([CH3:19])[N:9]=2)=[CH:4][CH:3]=1.N#N.[C:22]([Si:24]([CH3:27])([CH3:26])[CH3:25])#[CH:23]. Product: [CH3:19][N:10]1[CH:11]=[C:12]([C:13]2[CH:18]=[CH:17][N:16]=[CH:15][CH:14]=2)[C:8]([C:5]2[CH:6]=[CH:7][C:2]([C:23]#[C:22][Si:24]([CH3:27])([CH3:26])[CH3:25])=[CH:3][CH:4]=2)=[N:9]1. The catalyst class is: 724. (6) Reactant: [CH3:1][N:2]([CH:10]1[CH2:15][CH2:14][CH:13]([N:16]2[CH2:21][CH2:20][N:19]([CH3:22])[CH2:18][CH2:17]2)[CH2:12][CH2:11]1)C(=O)OC(C)(C)C.C([Cl:26])(=O)C. Product: [ClH:26].[CH3:1][NH:2][CH:10]1[CH2:11][CH2:12][CH:13]([N:16]2[CH2:17][CH2:18][N:19]([CH3:22])[CH2:20][CH2:21]2)[CH2:14][CH2:15]1. The catalyst class is: 8.